From a dataset of Forward reaction prediction with 1.9M reactions from USPTO patents (1976-2016). Predict the product of the given reaction. (1) Given the reactants [C-:1]#[N:2].[K+].[Cl:4][C:5]1[CH:6]=[C:7]([C@@H:12]2[O:18][CH2:17][CH2:16][N:15]([C:19]([O:21][C:22]([CH3:25])([CH3:24])[CH3:23])=[O:20])[CH2:14][C@H:13]2[CH2:26]OS(C)(=O)=O)[CH:8]=[CH:9][C:10]=1[Cl:11].C(=O)([O-])O.[Na+], predict the reaction product. The product is: [C:1]([CH2:26][C@H:13]1[C@H:12]([C:7]2[CH:8]=[CH:9][C:10]([Cl:11])=[C:5]([Cl:4])[CH:6]=2)[O:18][CH2:17][CH2:16][N:15]([C:19]([O:21][C:22]([CH3:25])([CH3:23])[CH3:24])=[O:20])[CH2:14]1)#[N:2]. (2) Given the reactants [Cl:1][C:2]1[CH:7]=[CH:6][C:5]([C:8]2[CH:12]=[C:11]([CH:13]3[CH2:18][CH2:17][NH:16][CH2:15][CH2:14]3)[NH:10][N:9]=2)=[CH:4][CH:3]=1.C([O-])([O-])=O.[K+].[K+].Br[CH2:26][CH2:27][C:28]1[CH:33]=[CH:32][CH:31]=[CH:30][CH:29]=1, predict the reaction product. The product is: [Cl:1][C:2]1[CH:7]=[CH:6][C:5]([C:8]2[CH:12]=[C:11]([CH:13]3[CH2:18][CH2:17][N:16]([CH2:26][CH2:27][C:28]4[CH:33]=[CH:32][CH:31]=[CH:30][CH:29]=4)[CH2:15][CH2:14]3)[NH:10][N:9]=2)=[CH:4][CH:3]=1.